From a dataset of Experimentally validated miRNA-target interactions with 360,000+ pairs, plus equal number of negative samples. Binary Classification. Given a miRNA mature sequence and a target amino acid sequence, predict their likelihood of interaction. The miRNA is hsa-miR-26b-5p with sequence UUCAAGUAAUUCAGGAUAGGU. The protein sequence of the target gene is MAKSGGCGAGAGVGGGNGALTWVTLFDQNNAAKKEESETANKNDSSKKLSVERVYQKKTQLEHILLRPDTYIGSVEPLTQFMWVYDEDVGMNCREVTFVPGLYKIFDEILVNAADNKQRDKNMTCIKVSIDPESNIISIWNNGKGIPVVEHKVEKVYVPALIFGQLLTSSNYDDDEKKVTGGRNGYGAKLCNIFSTKFTVETACKEYKHSFKQTWMNNMMKTSEAKIKHFDGEDYTCITFQPDLSKFKMEKLDKDIVALMTRRAYDLAGSCRGVKVMFNGKKLPVNGFRSYVDLYVKDKL.... Result: 1 (interaction).